From a dataset of Reaction yield outcomes from USPTO patents with 853,638 reactions. Predict the reaction yield, written as a fraction of the theoretical maximum amount of product (1.0 means a 100% yield; for example, 0.34 means a 34% yield). (1) The reactants are [Cl:1][C:2]1[CH:3]=[C:4](/[N:9]=[C:10]2\SC[N:13]\2[C:14](=O)[CH:15]([CH3:17])[CH3:16])[CH:5]=[C:6]([Cl:8])[CH:7]=1.[NH2:19][NH2:20]. The catalyst is C(#N)C. The product is [Cl:8][C:6]1[CH:5]=[C:4]([NH:9][C:10]2[N:13]=[C:14]([CH:15]([CH3:16])[CH3:17])[NH:20][N:19]=2)[CH:3]=[C:2]([Cl:1])[CH:7]=1. The yield is 0.400. (2) The product is [Cl:26][C:27]1[CH:43]=[CH:42][C:30]2[N:31]([CH3:41])[C:32](=[O:40])[N:33]([CH:34]3[CH2:39][CH2:38][N:37]([CH2:3][CH:2]([OH:1])[CH2:4][N:5]4[CH:9]=[C:8]([C:10]5[CH:11]=[CH:12][N:13]=[CH:14][CH:15]=5)[C:7]([C:16]5[CH:17]=[CH:18][C:19]([C:22]([F:25])([F:24])[F:23])=[CH:20][CH:21]=5)=[N:6]4)[CH2:36][CH2:35]3)[C:29]=2[CH:28]=1. The yield is 0.220. The reactants are [O:1]1[CH2:3][CH:2]1[CH2:4][N:5]1[CH:9]=[C:8]([C:10]2[CH:15]=[CH:14][N:13]=[CH:12][CH:11]=2)[C:7]([C:16]2[CH:21]=[CH:20][C:19]([C:22]([F:25])([F:24])[F:23])=[CH:18][CH:17]=2)=[N:6]1.[Cl:26][C:27]1[CH:43]=[CH:42][C:30]2[N:31]([CH3:41])[C:32](=[O:40])[N:33]([CH:34]3[CH2:39][CH2:38][NH:37][CH2:36][CH2:35]3)[C:29]=2[CH:28]=1.C(N(CC)CC)C. The catalyst is CCO. (3) The reactants are [CH:1]1([NH:6][C:7]([C:9]2[C:13]([N+:14]([O-])=O)=[C:12]([CH2:17][CH3:18])[NH:11][N:10]=2)=[O:8])[CH2:5][CH2:4][CH2:3][CH2:2]1.C([O-])=O.[NH4+].[N:23]1[CH:28]=[CH:27][N:26]=[CH:25][C:24]=1[C:29](O)=[O:30].Cl.C(N=C=NCCCN(C)C)C.ON1C2C=CC=CC=2N=N1. The catalyst is C(O)C.O.[C].[Pd]. The product is [CH:1]1([NH:6][C:7]([C:9]2[C:13]([NH:14][C:29]([C:24]3[CH:25]=[N:26][CH:27]=[CH:28][N:23]=3)=[O:30])=[C:12]([CH2:17][CH3:18])[NH:11][N:10]=2)=[O:8])[CH2:5][CH2:4][CH2:3][CH2:2]1. The yield is 0.780.